From a dataset of NCI-60 drug combinations with 297,098 pairs across 59 cell lines. Regression. Given two drug SMILES strings and cell line genomic features, predict the synergy score measuring deviation from expected non-interaction effect. Drug 1: CC1=C(C=C(C=C1)NC(=O)C2=CC=C(C=C2)CN3CCN(CC3)C)NC4=NC=CC(=N4)C5=CN=CC=C5. Drug 2: CC=C1C(=O)NC(C(=O)OC2CC(=O)NC(C(=O)NC(CSSCCC=C2)C(=O)N1)C(C)C)C(C)C. Cell line: MDA-MB-231. Synergy scores: CSS=38.0, Synergy_ZIP=4.52, Synergy_Bliss=-0.275, Synergy_Loewe=-39.2, Synergy_HSA=-0.128.